This data is from Reaction yield outcomes from USPTO patents with 853,638 reactions. The task is: Predict the reaction yield, written as a fraction of the theoretical maximum amount of product (1.0 means a 100% yield; for example, 0.34 means a 34% yield). The reactants are C(=O)([O-])[O-].[Na+].[Na+].[NH2:7][C:8]1[N:13]=[CH:12][C:11]([NH:14][C:15](=[O:31])[C:16]2[C:21]([F:22])=[CH:20][CH:19]=[C:18]([NH:23][S:24]([CH2:27][CH2:28][CH3:29])(=[O:26])=[O:25])[C:17]=2[F:30])=[CH:10][C:9]=1Br.B(O)(O)[C:34]1[CH:39]=[CH:38][CH:37]=[N:36][CH:35]=1. The catalyst is C(COC)OC.C(O)C.O. The product is [NH2:7][C:8]1[C:9]([C:34]2[CH:35]=[N:36][CH:37]=[CH:38][CH:39]=2)=[CH:10][C:11]([NH:14][C:15](=[O:31])[C:16]2[C:21]([F:22])=[CH:20][CH:19]=[C:18]([NH:23][S:24]([CH2:27][CH2:28][CH3:29])(=[O:26])=[O:25])[C:17]=2[F:30])=[CH:12][N:13]=1. The yield is 0.350.